Dataset: CYP2C19 inhibition data for predicting drug metabolism from PubChem BioAssay. Task: Regression/Classification. Given a drug SMILES string, predict its absorption, distribution, metabolism, or excretion properties. Task type varies by dataset: regression for continuous measurements (e.g., permeability, clearance, half-life) or binary classification for categorical outcomes (e.g., BBB penetration, CYP inhibition). Dataset: cyp2c19_veith. The molecule is CC(C)CC(=O)Nc1ccccc1-c1nnn(CC(=O)N2CCc3ccccc3C2)n1. The result is 1 (inhibitor).